From a dataset of Reaction yield outcomes from USPTO patents with 853,638 reactions. Predict the reaction yield, written as a fraction of the theoretical maximum amount of product (1.0 means a 100% yield; for example, 0.34 means a 34% yield). (1) The reactants are Br[C:2]1[S:30][C:5]2[N:6]=[CH:7][N:8]=[C:9]([NH:10][C@H:11]([C:13]3[N:18]([C:19]4[CH:24]=[CH:23][CH:22]=[CH:21][CH:20]=4)[C:17](=[O:25])[C:16]4=[C:26]([CH3:29])[CH:27]=[CH:28][N:15]4[N:14]=3)[CH3:12])[C:4]=2[CH:3]=1.[C:31](=O)([O-])[O-].[K+].[K+].CB1OB(C)OB(C)O1.[Cl-].[NH4+]. The catalyst is CN(C)C=O.C1C=CC([P]([Pd]([P](C2C=CC=CC=2)(C2C=CC=CC=2)C2C=CC=CC=2)([P](C2C=CC=CC=2)(C2C=CC=CC=2)C2C=CC=CC=2)[P](C2C=CC=CC=2)(C2C=CC=CC=2)C2C=CC=CC=2)(C2C=CC=CC=2)C2C=CC=CC=2)=CC=1. The product is [CH3:29][C:26]1[CH:27]=[CH:28][N:15]2[C:16]=1[C:17](=[O:25])[N:18]([C:19]1[CH:24]=[CH:23][CH:22]=[CH:21][CH:20]=1)[C:13]([C@@H:11]([NH:10][C:9]1[C:4]3[CH:3]=[C:2]([CH3:31])[S:30][C:5]=3[N:6]=[CH:7][N:8]=1)[CH3:12])=[N:14]2. The yield is 0.600. (2) The reactants are [Cl:1][C:2]1[CH:22]=[CH:21][CH:20]=[C:19]([C:23]([F:26])([F:25])[F:24])[C:3]=1[C:4]([N:6]1[C:14]2[C:9](=[C:10]([F:15])[CH:11]=[CH:12][CH:13]=2)[C:8]([C:16](O)=[O:17])=[N:7]1)=[O:5].CN([C:30]([O:34][N:35]1N=NC2C=CC=N[C:36]1=2)=[N+](C)C)C.F[P-](F)(F)(F)(F)F.Cl.CNOC.CCN(CC)CC. The catalyst is C1COCC1. The product is [Cl:1][C:2]1[CH:22]=[CH:21][CH:20]=[C:19]([C:23]([F:26])([F:24])[F:25])[C:3]=1[C:4]([N:6]1[C:14]2[C:9](=[C:10]([F:15])[CH:11]=[CH:12][CH:13]=2)[C:8]([C:16]([N:35]([O:34][CH3:30])[CH3:36])=[O:17])=[N:7]1)=[O:5]. The yield is 0.950.